From a dataset of NCI-60 drug combinations with 297,098 pairs across 59 cell lines. Regression. Given two drug SMILES strings and cell line genomic features, predict the synergy score measuring deviation from expected non-interaction effect. (1) Drug 1: CC1=C(C=C(C=C1)NC2=NC=CC(=N2)N(C)C3=CC4=NN(C(=C4C=C3)C)C)S(=O)(=O)N.Cl. Drug 2: CCCCC(=O)OCC(=O)C1(CC(C2=C(C1)C(=C3C(=C2O)C(=O)C4=C(C3=O)C=CC=C4OC)O)OC5CC(C(C(O5)C)O)NC(=O)C(F)(F)F)O. Cell line: TK-10. Synergy scores: CSS=5.42, Synergy_ZIP=0.0906, Synergy_Bliss=2.44, Synergy_Loewe=-65.8, Synergy_HSA=2.25. (2) Drug 1: CCCS(=O)(=O)NC1=C(C(=C(C=C1)F)C(=O)C2=CNC3=C2C=C(C=N3)C4=CC=C(C=C4)Cl)F. Drug 2: CC(C1=C(C=CC(=C1Cl)F)Cl)OC2=C(N=CC(=C2)C3=CN(N=C3)C4CCNCC4)N. Cell line: HCT-15. Synergy scores: CSS=-0.783, Synergy_ZIP=1.52, Synergy_Bliss=-1.16, Synergy_Loewe=-5.76, Synergy_HSA=-3.82. (3) Drug 1: CC1=C2C(C(=O)C3(C(CC4C(C3C(C(C2(C)C)(CC1OC(=O)C(C(C5=CC=CC=C5)NC(=O)OC(C)(C)C)O)O)OC(=O)C6=CC=CC=C6)(CO4)OC(=O)C)O)C)O. Drug 2: COC1=C2C(=CC3=C1OC=C3)C=CC(=O)O2. Cell line: SNB-75. Synergy scores: CSS=7.19, Synergy_ZIP=-5.34, Synergy_Bliss=-1.94, Synergy_Loewe=-14.6, Synergy_HSA=-2.04. (4) Drug 1: CCC1(CC2CC(C3=C(CCN(C2)C1)C4=CC=CC=C4N3)(C5=C(C=C6C(=C5)C78CCN9C7C(C=CC9)(C(C(C8N6C)(C(=O)OC)O)OC(=O)C)CC)OC)C(=O)OC)O.OS(=O)(=O)O. Drug 2: B(C(CC(C)C)NC(=O)C(CC1=CC=CC=C1)NC(=O)C2=NC=CN=C2)(O)O. Cell line: NCI/ADR-RES. Synergy scores: CSS=22.5, Synergy_ZIP=-4.89, Synergy_Bliss=-8.72, Synergy_Loewe=-6.77, Synergy_HSA=-8.20. (5) Drug 1: COC1=C(C=C2C(=C1)N=CN=C2NC3=CC(=C(C=C3)F)Cl)OCCCN4CCOCC4. Drug 2: CCC(=C(C1=CC=CC=C1)C2=CC=C(C=C2)OCCN(C)C)C3=CC=CC=C3.C(C(=O)O)C(CC(=O)O)(C(=O)O)O. Cell line: RXF 393. Synergy scores: CSS=18.3, Synergy_ZIP=-4.14, Synergy_Bliss=-1.19, Synergy_Loewe=-5.88, Synergy_HSA=-2.72. (6) Drug 1: CC(C1=C(C=CC(=C1Cl)F)Cl)OC2=C(N=CC(=C2)C3=CN(N=C3)C4CCNCC4)N. Drug 2: C1=CC=C(C(=C1)C(C2=CC=C(C=C2)Cl)C(Cl)Cl)Cl. Cell line: 786-0. Synergy scores: CSS=10.2, Synergy_ZIP=1.31, Synergy_Bliss=4.30, Synergy_Loewe=2.73, Synergy_HSA=4.13. (7) Drug 1: CC1=C(C=C(C=C1)NC2=NC=CC(=N2)N(C)C3=CC4=NN(C(=C4C=C3)C)C)S(=O)(=O)N.Cl. Drug 2: CC(CN1CC(=O)NC(=O)C1)N2CC(=O)NC(=O)C2. Cell line: HL-60(TB). Synergy scores: CSS=58.5, Synergy_ZIP=14.1, Synergy_Bliss=10.1, Synergy_Loewe=-8.52, Synergy_HSA=-4.81.